Dataset: Catalyst prediction with 721,799 reactions and 888 catalyst types from USPTO. Task: Predict which catalyst facilitates the given reaction. Reactant: C[O:2][C:3]1[CH:4]=[C:5]([C:17]2[CH:22]=[CH:21][N:20]3[N:23]=[CH:24][C:25]([C:26]4[CH:33]=[CH:32][C:29]([C:30]#[N:31])=[CH:28][CH:27]=4)=[C:19]3[N:18]=2)[CH:6]=[CH:7][C:8]=1[C:9]([N:11]1[CH2:16][CH2:15][O:14][CH2:13][CH2:12]1)=[O:10].B(Br)(Br)Br.OS([O-])(=O)=O.[Na+]. Product: [OH:2][C:3]1[CH:4]=[C:5]([C:17]2[CH:22]=[CH:21][N:20]3[N:23]=[CH:24][C:25]([C:26]4[CH:33]=[CH:32][C:29]([C:30]#[N:31])=[CH:28][CH:27]=4)=[C:19]3[N:18]=2)[CH:6]=[CH:7][C:8]=1[C:9]([N:11]1[CH2:16][CH2:15][O:14][CH2:13][CH2:12]1)=[O:10]. The catalyst class is: 2.